Predict which catalyst facilitates the given reaction. From a dataset of Catalyst prediction with 721,799 reactions and 888 catalyst types from USPTO. (1) Reactant: [OH:1][C:2]1[CH:7]=[C:6](C)[CH:5]=[CH:4][N:3]=1.Br[CH2:10][C:11]([O:13][CH2:14][CH3:15])=[O:12].[C:16](=O)([O-])[O-].[K+].[K+].CCCCCCC. Product: [CH2:14]([O:13][C:11](=[O:12])[CH2:10][N:3]1[CH:4]=[C:5]([CH3:16])[CH:6]=[CH:7][C:2]1=[O:1])[CH3:15]. The catalyst class is: 13. (2) The catalyst class is: 66. Reactant: [F:1][C:2]([F:35])([F:34])[O:3][C:4]1[CH:33]=[CH:32][C:7]([CH2:8][NH:9][C:10]([C@H:12]2[CH2:17][NH:16][CH2:15][CH2:14][N:13]2[S:18]([C:21]2[CH:26]=[CH:25][C:24]([O:27][C:28]([F:31])([F:30])[F:29])=[CH:23][CH:22]=2)(=[O:20])=[O:19])=[O:11])=[CH:6][CH:5]=1.Cl[C:37]1[S:38][C:39]2[C:44](=[O:45])[NH:43][N:42]=[CH:41][C:40]=2[N:46]=1.C(O)(C)C. Product: [F:35][C:2]([F:1])([F:34])[O:3][C:4]1[CH:5]=[CH:6][C:7]([CH2:8][NH:9][C:10]([C@H:12]2[CH2:17][N:16]([C:37]3[S:38][C:39]4[C:44](=[O:45])[NH:43][N:42]=[CH:41][C:40]=4[N:46]=3)[CH2:15][CH2:14][N:13]2[S:18]([C:21]2[CH:26]=[CH:25][C:24]([O:27][C:28]([F:29])([F:30])[F:31])=[CH:23][CH:22]=2)(=[O:19])=[O:20])=[O:11])=[CH:32][CH:33]=1.